This data is from Catalyst prediction with 721,799 reactions and 888 catalyst types from USPTO. The task is: Predict which catalyst facilitates the given reaction. (1) Reactant: [CH2:1]([NH:3][CH2:4][CH3:5])[CH3:2].[CH:6]1([NH:9][C:10]([C:12]2[CH:13]=[C:14]([F:36])[C:15]([CH3:35])=[C:16]([C:18]3[CH:23]=[CH:22][C:21]([C:24]([OH:26])=O)=[CH:20][C:19]=3[C:27]([NH:29][C:30]3[S:31][CH:32]=[CH:33][N:34]=3)=[O:28])[CH:17]=2)=[O:11])[CH2:8][CH2:7]1.Cl.CN(C)CCCN=C=NCC. Product: [CH:6]1([NH:9][C:10]([C:12]2[CH:17]=[C:16]([C:18]3[C:19]([C:27]([NH:29][C:30]4[S:31][CH:32]=[CH:33][N:34]=4)=[O:28])=[CH:20][C:21]([C:24]([N:3]([CH2:4][CH3:5])[CH2:1][CH3:2])=[O:26])=[CH:22][CH:23]=3)[C:15]([CH3:35])=[C:14]([F:36])[CH:13]=2)=[O:11])[CH2:8][CH2:7]1. The catalyst class is: 119. (2) Reactant: [N:1]1([C:15]([O:17][CH2:18][CH:19]2[C:31]3[C:26](=[CH:27][CH:28]=[CH:29][CH:30]=3)[C:25]3[C:20]2=[CH:21][CH:22]=[CH:23][CH:24]=3)=[O:16])CC[CH:6]([C:9]2[CH:14]=[CH:13]C=CC=2)[C@H:2]1C(O)=O.C1C=CC(C(Cl)(C2C(Cl)=CC=CC=2)C2C=CC=CC=2)=CC=1.CCN(C(C)C)C(C)C.CO. The catalyst class is: 2. Product: [C:15]([N:1]1[CH2:13][CH2:14][CH2:9][CH2:6][CH2:2]1)([O:17][CH2:18][CH:19]1[C:31]2[C:26](=[CH:27][CH:28]=[CH:29][CH:30]=2)[C:25]2[C:20]1=[CH:21][CH:22]=[CH:23][CH:24]=2)=[O:16]. (3) Reactant: [C:1]([C:3]1[CH:4]=[C:5]([CH:38]([CH3:40])[CH3:39])[C:6]2[O:10][C:9]([C:11]3[CH:36]=[CH:35][C:14]([C:15]([NH:17][CH2:18][CH:19]4[CH2:24][CH2:23][N:22](C(OCC5C=CC=CC=5)=O)[CH2:21][CH2:20]4)=[O:16])=[CH:13][CH:12]=3)=[N:8][C:7]=2[CH:37]=1)#[N:2]. Product: [C:1]([C:3]1[CH:4]=[C:5]([CH:38]([CH3:40])[CH3:39])[C:6]2[O:10][C:9]([C:11]3[CH:12]=[CH:13][C:14]([C:15]([NH:17][CH2:18][CH:19]4[CH2:24][CH2:23][NH:22][CH2:21][CH2:20]4)=[O:16])=[CH:35][CH:36]=3)=[N:8][C:7]=2[CH:37]=1)#[N:2]. The catalyst class is: 541. (4) Reactant: [NH2:1][C:2]1[CH:33]=[CH:32][C:31]([Cl:34])=[CH:30][C:3]=1[C:4]([N:6]([CH2:19][C:20]1[CH:25]=[CH:24][C:23]([C:26]([CH3:29])([CH3:28])[CH3:27])=[CH:22][CH:21]=1)[CH2:7][CH2:8][C:9]1[CH:14]=[CH:13][CH:12]=[C:11]([C:15]([F:18])([F:17])[F:16])[CH:10]=1)=[O:5].[CH2:35]([O:37][C:38](=[O:43])[CH:39](C=O)[CH3:40])[CH3:36].[BH4-].[Na+]. Product: [CH2:35]([O:37][C:38](=[O:43])[CH2:39][CH2:40][NH:1][C:2]1[CH:33]=[CH:32][C:31]([Cl:34])=[CH:30][C:3]=1[C:4](=[O:5])[N:6]([CH2:19][C:20]1[CH:25]=[CH:24][C:23]([C:26]([CH3:29])([CH3:28])[CH3:27])=[CH:22][CH:21]=1)[CH2:7][CH2:8][C:9]1[CH:14]=[CH:13][CH:12]=[C:11]([C:15]([F:16])([F:17])[F:18])[CH:10]=1)[CH3:36].[C:26]([C:23]1[CH:24]=[CH:25][C:20]([CH2:19][N:6]([CH2:7][CH2:8][C:9]2[CH:14]=[CH:13][CH:12]=[C:11]([C:15]([F:16])([F:17])[F:18])[CH:10]=2)[C:4](=[O:5])[C:3]2[CH:30]=[C:31]([Cl:34])[CH:32]=[CH:33][C:2]=2[NH:1][CH2:40][CH2:39][CH2:38][OH:37])=[CH:21][CH:22]=1)([CH3:29])([CH3:28])[CH3:27]. The catalyst class is: 14. (5) The catalyst class is: 2. Reactant: [NH2:1][C:2]1[O:6][N:5]=[C:4]([C:7]([CH3:10])([CH3:9])[CH3:8])[CH:3]=1.[C:11]1([O:17][C:18]2[CH:23]=[CH:22][C:21]([N:24]=[C:25]=[O:26])=[CH:20][CH:19]=2)[CH:16]=[CH:15][CH:14]=[CH:13][CH:12]=1.O. Product: [C:7]([C:4]1[CH:3]=[C:2]([NH:1][C:25]([NH:24][C:21]2[CH:22]=[CH:23][C:18]([O:17][C:11]3[CH:12]=[CH:13][CH:14]=[CH:15][CH:16]=3)=[CH:19][CH:20]=2)=[O:26])[O:6][N:5]=1)([CH3:10])([CH3:9])[CH3:8]. (6) The catalyst class is: 3. Reactant: [Cl:1][C:2]1[S:3][C:4]([C:10]2[CH:15]=[CH:14][CH:13]=[CH:12][CH:11]=2)=[CH:5][C:6]=1[C:7]([OH:9])=O.CC[N:18]([CH:22]([CH3:24])C)[CH:19]([CH3:21])C.CN(C(ON1N=NC2C=CC=NC1=2)=[N+](C)C)C.F[P-](F)(F)(F)(F)F.N1CCCC1. Product: [Cl:1][C:2]1[S:3][C:4]([C:10]2[CH:15]=[CH:14][CH:13]=[CH:12][CH:11]=2)=[CH:5][C:6]=1[C:7]([N:18]1[CH2:19][CH2:21][CH2:24][CH2:22]1)=[O:9].